Dataset: Reaction yield outcomes from USPTO patents with 853,638 reactions. Task: Predict the reaction yield, written as a fraction of the theoretical maximum amount of product (1.0 means a 100% yield; for example, 0.34 means a 34% yield). (1) The catalyst is C(#N)C. The reactants are [C:1]([C:5]1[O:9][N:8]=[C:7]([NH:10][C:11](=[O:19])OC2C=CC=CC=2)[CH:6]=1)([CH3:4])([CH3:3])[CH3:2].[NH2:20][C:21]1[CH:22]=[C:23]([OH:28])[CH:24]=[CH:25][C:26]=1[F:27].C1CCN2C(=NCCC2)CC1. The yield is 0.680. The product is [C:1]([C:5]1[O:9][N:8]=[C:7]([NH:10][C:11]([NH:20][C:21]2[CH:22]=[C:23]([OH:28])[CH:24]=[CH:25][C:26]=2[F:27])=[O:19])[CH:6]=1)([CH3:2])([CH3:3])[CH3:4]. (2) The reactants are [F:1][C:2]1[CH:26]=[CH:25][C:5]([C:6]([N:8]([C:17]2[CH:22]=[CH:21][C:20]([O:23]C)=[CH:19][CH:18]=2)[C:9]2[CH:14]=[CH:13][C:12]([O:15]C)=[CH:11][CH:10]=2)=[O:7])=[C:4]([C:27]([F:30])([F:29])[F:28])[CH:3]=1.B(Br)(Br)Br.O.CCOC(C)=O. The catalyst is C(Cl)Cl. The product is [F:1][C:2]1[CH:26]=[CH:25][C:5]([C:6]([N:8]([C:17]2[CH:22]=[CH:21][C:20]([OH:23])=[CH:19][CH:18]=2)[C:9]2[CH:14]=[CH:13][C:12]([OH:15])=[CH:11][CH:10]=2)=[O:7])=[C:4]([C:27]([F:28])([F:29])[F:30])[CH:3]=1. The yield is 0.925. (3) The reactants are [F:1][C@H:2]1[C@@H:6]([O:7][C:8]2[CH:9]=[CH:10][CH:11]=[C:12]3[C:17]=2[N:16]=[C:15]([C:18]2[N:22]4[CH:23]=[CH:24][C:25]([C:27]5[CH:28]=[N:29][CH:30]=[CH:31][CH:32]=5)=[CH:26][C:21]4=[N:20][CH:19]=2)[CH:14]=[CH:13]3)[CH2:5][N:4](C(OCC2C=CC3C(=CC=CC=3)C=2)=O)[CH2:3]1.C(O)(C(F)(F)F)=O. The catalyst is C(Cl)Cl. The product is [F:1][C@H:2]1[CH2:3][NH:4][CH2:5][C@H:6]1[O:7][C:8]1[CH:9]=[CH:10][CH:11]=[C:12]2[C:17]=1[N:16]=[C:15]([C:18]1[N:22]3[CH:23]=[CH:24][C:25]([C:27]4[CH:28]=[N:29][CH:30]=[CH:31][CH:32]=4)=[CH:26][C:21]3=[N:20][CH:19]=1)[CH:14]=[CH:13]2. The yield is 0.780. (4) The reactants are [C:1]([O:5][C:6]([N:8]1[CH2:13][CH2:12][N:11]([C:14]2[CH:19]=[CH:18][CH:17]=[C:16]([C:20]3[N:28]4[C:23]([C:24]([NH2:29])=[N:25][CH:26]=[N:27]4)=[CH:22][CH:21]=3)[CH:15]=2)[CH2:10][CH2:9]1)=[O:7])([CH3:4])([CH3:3])[CH3:2].C1COCC1.[Br:35]N1C(C)(C)C(=O)N(Br)C1=O.CCOC(C)=O. The catalyst is CN(C=O)C.C([O-])([O-])=O.[Na+].[Na+].[O-]S([O-])=O.[Na+].[Na+].O. The product is [C:1]([O:5][C:6]([N:8]1[CH2:9][CH2:10][N:11]([C:14]2[CH:19]=[CH:18][CH:17]=[C:16]([C:20]3[N:28]4[C:23]([C:24]([NH2:29])=[N:25][CH:26]=[N:27]4)=[C:22]([Br:35])[CH:21]=3)[CH:15]=2)[CH2:12][CH2:13]1)=[O:7])([CH3:4])([CH3:2])[CH3:3]. The yield is 0.820. (5) The reactants are [C:1]([NH2:9])(=[O:8])[C:2]1[CH:7]=[CH:6][CH:5]=[CH:4][CH:3]=1.Cl[CH2:11][C:12](=O)[CH2:13][C:14]([O:16][CH2:17][CH3:18])=[O:15]. The catalyst is O1CCOCC1.C1(C)C=CC=CC=1. The product is [CH2:17]([O:16][C:14](=[O:15])[CH2:13][C:12]1[N:9]=[C:1]([C:2]2[CH:7]=[CH:6][CH:5]=[CH:4][CH:3]=2)[O:8][CH:11]=1)[CH3:18]. The yield is 0.260. (6) The reactants are [OH:1][C:2]1[CH:7]=[CH:6][C:5]([C:8](=[O:13])[CH:9]=[C:10]([CH3:12])[CH3:11])=[CH:4][CH:3]=1.[Cl-].[Al+3].[Cl-].[Cl-]. The catalyst is C1C(Cl)=CC=C(Cl)C=1. The product is [OH:1][C:2]1[CH:3]=[C:4]2[C:5](=[CH:6][CH:7]=1)[C:8](=[O:13])[CH2:9][C:10]2([CH3:11])[CH3:12]. The yield is 0.320.